Dataset: Full USPTO retrosynthesis dataset with 1.9M reactions from patents (1976-2016). Task: Predict the reactants needed to synthesize the given product. (1) Given the product [N:1]1[CH:6]=[CH:5][C:4]([C@@H:7]2[CH2:9][C@H:8]2[C:10]([OH:12])=[O:11])=[CH:3][CH:2]=1, predict the reactants needed to synthesize it. The reactants are: [N:1]1[CH:6]=[CH:5][C:4]([C@@H:7]2[CH2:9][C@H:8]2[C:10]([O:12]CC)=[O:11])=[CH:3][CH:2]=1.[OH-].[Li+]. (2) The reactants are: C([Li])CCC.[CH2:6]([C:13]1[CH:18]=[CH:17][CH:16]=[CH:15][CH:14]=1)[C:7]1[CH:12]=[CH:11][CH:10]=[CH:9][CH:8]=1.[O:19]1[C:23](=[O:24])[CH2:22][CH2:21][C:20]1=[O:25].Cl. Given the product [O:24]=[C:23]([CH:6]([C:7]1[CH:12]=[CH:11][CH:10]=[CH:9][CH:8]=1)[C:13]1[CH:18]=[CH:17][CH:16]=[CH:15][CH:14]=1)[CH2:22][CH2:21][C:20]([OH:25])=[O:19], predict the reactants needed to synthesize it. (3) Given the product [C:15]1([N:13]2[C:14]3[C:6]([CH:5]=[CH:4][C:3]([N:41]4[CH2:42][CH2:37][CH:38]([C:51]([F:54])([F:53])[F:52])[CH2:39][CH2:40]4)=[O:2])=[CH:7][C:8]([C:21]([F:22])([F:24])[F:23])=[CH:9][C:10]=3[N:11]=[CH:12]2)[CH:20]=[CH:19][CH:18]=[CH:17][CH:16]=1, predict the reactants needed to synthesize it. The reactants are: C[O:2][C:3](=O)[CH:4]=[CH:5][C:6]1[C:14]2[N:13]([C:15]3[CH:20]=[CH:19][CH:18]=[CH:17][CH:16]=3)[CH:12]=[N:11][C:10]=2[CH:9]=[C:8]([C:21]([F:24])([F:23])[F:22])[CH:7]=1.CN1CCN(C(=O)C=CC2C3N(C4C=CC=CC=4)[CH:42]=[N:41][C:40]=3[CH:39]=[C:38]([C:51]([F:54])([F:53])[F:52])[CH:37]=2)CC1. (4) Given the product [F:57][C:42]([F:41])([F:56])[C:43]1[CH:44]=[CH:45][C:46]([N:49]2[CH2:54][CH2:53][CH:52]([O:1][C:2]3[CH:7]=[CH:6][N:5]4[CH:8]=[C:9]([C:11]([NH:13][CH:14]5[CH2:15][CH2:16][N:17]([C:20]([O:22][C:23]([CH3:26])([CH3:25])[CH3:24])=[O:21])[CH2:18][CH2:19]5)=[O:12])[N:10]=[C:4]4[CH:3]=3)[CH2:51][CH2:50]2)=[CH:47][CH:48]=1, predict the reactants needed to synthesize it. The reactants are: [OH:1][C:2]1[CH:7]=[CH:6][N:5]2[CH:8]=[C:9]([C:11]([NH:13][CH:14]3[CH2:19][CH2:18][N:17]([C:20]([O:22][C:23]([CH3:26])([CH3:25])[CH3:24])=[O:21])[CH2:16][CH2:15]3)=[O:12])[N:10]=[C:4]2[CH:3]=1.N(C(OC(C)C)=O)=NC(OC(C)C)=O.[F:41][C:42]([F:57])([F:56])[C:43]1[CH:48]=[CH:47][C:46]([N:49]2[CH2:54][CH2:53][CH:52](O)[CH2:51][CH2:50]2)=[CH:45][CH:44]=1.C1(P(C2C=CC=CC=2)C2C=CC=CC=2)C=CC=CC=1. (5) The reactants are: [Br:1][C:2]1[CH:7]=[C:6]([Cl:8])[CH:5]=[C:4]([OH:9])[C:3]=1[OH:10].C(=O)([O-])[O-].[K+].[K+].Br[C:18](Br)([C:24]([O:26][CH2:27][CH3:28])=[O:25])[C:19]([O:21][CH2:22][CH3:23])=[O:20]. Given the product [CH2:27]([O:26][C:24]([C:18]1([C:19]([O:21][CH2:22][CH3:23])=[O:20])[O:9][C:4]2[CH:5]=[C:6]([Cl:8])[CH:7]=[C:2]([Br:1])[C:3]=2[O:10]1)=[O:25])[CH3:28], predict the reactants needed to synthesize it. (6) Given the product [NH2:24][C:23]1[CH:3]=[C:4]([CH:8]=[C:9]([F:11])[CH:10]=1)[C:5]([O:7][CH3:12])=[O:6], predict the reactants needed to synthesize it. The reactants are: BrC1[CH:3]=[C:4]([CH:8]=[C:9]([F:11])[CH:10]=1)[C:5]([OH:7])=[O:6].[C:12]1(C)C=CC=CC=1.[Si]([CH:23]=[N+:24]=[N-])(C)(C)C. (7) Given the product [CH:13]1([CH2:12][O:1][C:2]2[CH:9]=[CH:8][C:5]([CH:6]=[O:7])=[CH:4][C:3]=2[CH3:10])[CH2:15][CH2:14]1, predict the reactants needed to synthesize it. The reactants are: [OH:1][C:2]1[CH:9]=[CH:8][C:5]([CH:6]=[O:7])=[CH:4][C:3]=1[CH3:10].Br[CH2:12][CH:13]1[CH2:15][CH2:14]1. (8) Given the product [C:1]([O:5][C:6](=[O:7])[NH:8][C@@H:9]([C:10](=[O:12])[NH:24][C:23]1[CH:25]=[CH:26][C:20]([F:19])=[CH:21][CH:22]=1)[C:13]1[CH:18]=[CH:17][CH:16]=[CH:15][CH:14]=1)([CH3:2])([CH3:3])[CH3:4], predict the reactants needed to synthesize it. The reactants are: [C:1]([O:5][C:6]([NH:8][CH:9]([C:13]1[CH:18]=[CH:17][CH:16]=[CH:15][CH:14]=1)[C:10]([OH:12])=O)=[O:7])([CH3:4])([CH3:3])[CH3:2].[F:19][C:20]1[CH:26]=[CH:25][C:23]([NH2:24])=[CH:22][CH:21]=1.CCN=C=NCCCN(C)C.C1C=CC2N(O)N=NC=2C=1.CN1CCOCC1. (9) Given the product [Cl:1][C:2]1[C:11]([C:12]2[CH:17]=[CH:16][CH:15]=[CH:14][CH:13]=2)=[CH:10][C:9]2[C:4](=[CH:5][CH:6]=[N:7][C:8]=2[CH2:18][OH:29])[N:3]=1, predict the reactants needed to synthesize it. The reactants are: [Cl:1][C:2]1[C:11]([C:12]2[CH:17]=[CH:16][CH:15]=[CH:14][CH:13]=2)=[CH:10][C:9]2[C:8]([C:18]#N)=[N:7][CH:6]=[CH:5][C:4]=2[N:3]=1.CC(C[AlH]CC(C)C)C.[OH:29]S(O)(=O)=O.[BH4-].[Na+].